This data is from Catalyst prediction with 721,799 reactions and 888 catalyst types from USPTO. The task is: Predict which catalyst facilitates the given reaction. Reactant: Cl[C:2]1[N:3]=[C:4]([NH:18][CH2:19][CH2:20][CH3:21])[C:5]2[N:6]=[C:7]([NH:16][CH3:17])[N:8]=[C:9]([NH:12][CH2:13]CC)[C:10]=2[N:11]=1.Cl.[F:23][C:24]([F:29])([F:28])[CH2:25][CH2:26][NH2:27].[CH:30](N(CC)C(C)C)(C)[CH3:31].C([O-])(O)=O.[Na+]. Product: [CH3:13][NH:12][C:9]1[C:10]2[N:11]=[C:2]([NH:27][CH2:26][CH2:25][C:24]([F:29])([F:28])[F:23])[N:3]=[C:4]([NH:18][CH2:19][CH2:20][CH3:21])[C:5]=2[N:6]=[C:7]([NH:16][CH2:17][CH2:30][CH3:31])[N:8]=1. The catalyst class is: 51.